From a dataset of Reaction yield outcomes from USPTO patents with 853,638 reactions. Predict the reaction yield, written as a fraction of the theoretical maximum amount of product (1.0 means a 100% yield; for example, 0.34 means a 34% yield). (1) The reactants are [OH-].[Na+].[CH3:3][C:4]1[C:9]([CH3:10])=[CH:8][CH:7]=[CH:6][C:5]=1[OH:11].Br[C:13]([CH3:18])([CH3:17])[C:14]([OH:16])=[O:15].Cl. The catalyst is C(OCC)C.O.C(C(C)=O)C. The product is [CH3:3][C:4]1[C:9]([CH3:10])=[CH:8][CH:7]=[CH:6][C:5]=1[O:11][C:13]([CH3:18])([CH3:17])[C:14]([OH:16])=[O:15]. The yield is 0.450. (2) The reactants are [NH:1]1[CH:5]=[C:4]([C:6]2[C:7]3[CH:14]=[CH:13][N:12]([CH2:15][O:16][CH2:17][CH2:18][Si:19]([CH3:22])([CH3:21])[CH3:20])[C:8]=3[N:9]=[CH:10][N:11]=2)[CH:3]=[N:2]1.[C:23]([CH:25]=[C:26]1[CH2:29][N:28]([C:30]([O:32][C:33]([CH3:36])([CH3:35])[CH3:34])=[O:31])[CH2:27]1)#[N:24].N12CCCN=C1CCCCC2. The catalyst is C(#N)C. The product is [C:23]([CH2:25][C:26]1([N:1]2[CH:5]=[C:4]([C:6]3[C:7]4[CH:14]=[CH:13][N:12]([CH2:15][O:16][CH2:17][CH2:18][Si:19]([CH3:22])([CH3:21])[CH3:20])[C:8]=4[N:9]=[CH:10][N:11]=3)[CH:3]=[N:2]2)[CH2:29][N:28]([C:30]([O:32][C:33]([CH3:36])([CH3:35])[CH3:34])=[O:31])[CH2:27]1)#[N:24]. The yield is 0.720.